This data is from Reaction yield outcomes from USPTO patents with 853,638 reactions. The task is: Predict the reaction yield, written as a fraction of the theoretical maximum amount of product (1.0 means a 100% yield; for example, 0.34 means a 34% yield). The reactants are C(=O)([O-])[O-].[K+].[K+].CN.C([O:11][C:12](=[O:45])[N:13]([CH2:27][C@H:28](OC(=O)C)[CH2:29][N:30]1[C:34](=[O:35])[C:33]2=CC=CC=C2C1=O)[C:14]1[CH:19]=[CH:18][C:17]([N:20]2[CH2:25][CH2:24][O:23][CH2:22][CH2:21]2)=[C:16]([F:26])[CH:15]=1)C.O. The catalyst is CO. The product is [F:26][C:16]1[CH:15]=[C:14]([N:13]2[CH2:27][C@H:28]([CH2:29][NH:30][C:34](=[O:35])[CH3:33])[O:11][C:12]2=[O:45])[CH:19]=[CH:18][C:17]=1[N:20]1[CH2:25][CH2:24][O:23][CH2:22][CH2:21]1. The yield is 0.860.